This data is from Reaction yield outcomes from USPTO patents with 853,638 reactions. The task is: Predict the reaction yield, written as a fraction of the theoretical maximum amount of product (1.0 means a 100% yield; for example, 0.34 means a 34% yield). (1) The reactants are [Cl:1][C:2]1[CH:3]=[C:4]([CH:25]=[CH:26][CH:27]=1)[CH2:5][C@@H:6]([CH2:10][CH2:11][C@H:12]([CH2:16][C:17]1[CH:22]=[CH:21][C:20]([O:23]C)=[CH:19][CH:18]=1)[C:13]([OH:15])=[O:14])[C:7]([OH:9])=[O:8].Cl.N1C=CC=CC=1. The catalyst is O. The product is [Cl:1][C:2]1[CH:3]=[C:4]([CH:25]=[CH:26][CH:27]=1)[CH2:5][C@@H:6]([CH2:10][CH2:11][C@H:12]([CH2:16][C:17]1[CH:18]=[CH:19][C:20]([OH:23])=[CH:21][CH:22]=1)[C:13]([OH:15])=[O:14])[C:7]([OH:9])=[O:8]. The yield is 0.610. (2) The reactants are [OH:1][CH2:2][CH2:3][CH2:4][C:5]#[N:6].CC([O-])(C)C.[K+].COCCOC.[C:19]([O:23][C:24]([N:26]1[CH2:31][CH2:30][CH:29]([C:32]2[C:41]3[C:36](=[CH:37][C:38](F)=[CH:39][CH:40]=3)[N:35]=[CH:34][N:33]=2)[CH2:28][CH2:27]1)=[O:25])([CH3:22])([CH3:21])[CH3:20]. The catalyst is C(Cl)Cl.CC(C)=O. The product is [C:19]([O:23][C:24]([N:26]1[CH2:31][CH2:30][CH:29]([C:32]2[C:41]3[C:36](=[CH:37][C:38]([O:1][CH2:2][CH2:3][CH2:4][C:5]#[N:6])=[CH:39][CH:40]=3)[N:35]=[CH:34][N:33]=2)[CH2:28][CH2:27]1)=[O:25])([CH3:22])([CH3:20])[CH3:21]. The yield is 0.420. (3) The reactants are [Cl:1][C:2]1[CH:3]=[C:4]([C:13]([N:15]2[CH2:20][CH2:19][O:18][C:17]3[CH:21]=[N:22][CH:23]=[CH:24][C:16]2=3)=[O:14])[CH:5]=[C:6]([N+:10]([O-:12])=[O:11])[C:7]=1[O:8]C.[Cl-].[Li+].N1CCNCC1.C(=O)([O-])O.[Na+].Cl. The catalyst is CN(C)C=O. The product is [Cl:1][C:2]1[CH:3]=[C:4]([C:13]([N:15]2[CH2:20][CH2:19][O:18][C:17]3[CH:21]=[N:22][CH:23]=[CH:24][C:16]2=3)=[O:14])[CH:5]=[C:6]([N+:10]([O-:12])=[O:11])[C:7]=1[OH:8]. The yield is 0.910.